Dataset: Full USPTO retrosynthesis dataset with 1.9M reactions from patents (1976-2016). Task: Predict the reactants needed to synthesize the given product. (1) Given the product [C:9]([O:8][C:6]([N:13]1[CH2:18][CH2:17][N:16]([C:3](=[O:4])[CH2:2][Br:1])[CH2:15][CH2:14]1)=[O:7])([CH3:12])([CH3:10])[CH3:11], predict the reactants needed to synthesize it. The reactants are: [Br:1][CH2:2][C:3](Br)=[O:4].[C:6]([N:13]1[CH2:18][CH2:17][NH:16][CH2:15][CH2:14]1)([O:8][C:9]([CH3:12])([CH3:11])[CH3:10])=[O:7].C(N(CC)CC)C. (2) Given the product [F:1][C:2]1[CH:3]=[C:4]2[C:9](=[N:10][C:11]=1[CH3:12])[N:8]=[C:7]([C:13]([F:16])([F:14])[F:15])[C:6]([C:17]([OH:19])=[O:18])=[CH:5]2, predict the reactants needed to synthesize it. The reactants are: [F:1][C:2]1[CH:3]=[C:4]2[C:9](=[N:10][C:11]=1[CH3:12])[N:8]=[C:7]([C:13]([F:16])([F:15])[F:14])[C:6]([C:17]([O:19]CC)=[O:18])=[CH:5]2.O.O.[OH-].[Li+].Cl. (3) The reactants are: C(OC([N:8]([CH2:13][C:14]1[CH:15]=[C:16]([CH:46]=[CH:47][C:48]=1[O:49][CH2:50][CH2:51][N:52]1[CH2:57][CH2:56][O:55][CH2:54][CH2:53]1)[C:17]([O:19][C@H:20]([C:31]1[CH:36]=[CH:35][C:34]([O:37][CH:38]([F:40])[F:39])=[C:33]([O:41][CH2:42][CH:43]2[CH2:45][CH2:44]2)[CH:32]=1)[CH2:21][C:22]1[C:27]([Cl:28])=[CH:26][N+:25]([O-:29])=[CH:24][C:23]=1[Cl:30])=[O:18])[S:9]([CH3:12])(=[O:11])=[O:10])=O)(C)(C)C.O1CCOCC1.C([O-])(O)=O.[Na+]. Given the product [Cl:28][C:27]1[CH:26]=[N+:25]([O-:29])[CH:24]=[C:23]([Cl:30])[C:22]=1[CH2:21][C@@H:20]([C:31]1[CH:36]=[CH:35][C:34]([O:37][CH:38]([F:39])[F:40])=[C:33]([O:41][CH2:42][CH:43]2[CH2:45][CH2:44]2)[CH:32]=1)[O:19][C:17](=[O:18])[C:16]1[CH:46]=[CH:47][C:48]([O:49][CH2:50][CH2:51][N:52]2[CH2:57][CH2:56][O:55][CH2:54][CH2:53]2)=[C:14]([CH2:13][NH:8][S:9]([CH3:12])(=[O:10])=[O:11])[CH:15]=1, predict the reactants needed to synthesize it. (4) Given the product [C:42]1([CH:29]([C:23]2[CH:28]=[CH:27][CH:26]=[CH:25][CH:24]=2)[N:30]2[C:38]3[C:33](=[C:34]([F:39])[CH:35]=[CH:36][CH:37]=3)[C:32]([OH:40])([C:9]3[C:8]([OH:11])=[CH:7][C:3]4[O:4][CH2:5][CH2:6][O:1][C:2]=4[CH:10]=3)[C:31]2=[O:41])[CH:43]=[CH:44][CH:45]=[CH:46][CH:47]=1, predict the reactants needed to synthesize it. The reactants are: [O:1]1[CH2:6][CH2:5][O:4][C:3]2[CH:7]=[C:8]([OH:11])[CH:9]=[CH:10][C:2]1=2.CC1SC2C=CC(O)=CC=2N=1.[C:23]1([CH:29]([C:42]2[CH:47]=[CH:46][CH:45]=[CH:44][CH:43]=2)[N:30]2[C:38]3[C:33](=[C:34]([F:39])[CH:35]=[CH:36][CH:37]=3)[C:32](=[O:40])[C:31]2=[O:41])[CH:28]=[CH:27][CH:26]=[CH:25][CH:24]=1.N1C2C(=CC=CC=2)C(=O)C1=O. (5) Given the product [CH3:1][N:2]1[CH:6]=[CH:5][C:4]([NH:7][C:8]([C:10]2[CH:21]=[C:20]([OH:22])[C:13]3[CH2:14][CH:15]([CH:17]([F:19])[F:18])[O:16][C:12]=3[CH:11]=2)=[O:9])=[N:3]1, predict the reactants needed to synthesize it. The reactants are: [CH3:1][N:2]1[CH:6]=[CH:5][C:4]([NH:7][C:8]([C:10]2[CH:21]=[C:20]([O:22]CC3C=CC=CC=3)[C:13]3[CH2:14][CH:15]([CH:17]([F:19])[F:18])[O:16][C:12]=3[CH:11]=2)=[O:9])=[N:3]1. (6) Given the product [CH2:19]([N:18]([C@@H:26]([CH3:29])[CH:27]=[O:28])[CH2:11][C:12]1[CH:17]=[CH:16][CH:15]=[CH:14][CH:13]=1)[C:20]1[CH:25]=[CH:24][CH:23]=[CH:22][CH:21]=1, predict the reactants needed to synthesize it. The reactants are: CS(C)=O.C(Cl)(=O)C(Cl)=O.[CH2:11]([N:18]([C@@H:26]([CH3:29])[CH2:27][OH:28])[CH2:19][C:20]1[CH:25]=[CH:24][CH:23]=[CH:22][CH:21]=1)[C:12]1[CH:17]=[CH:16][CH:15]=[CH:14][CH:13]=1.CCN(CC)CC. (7) Given the product [CH2:1]([NH:4][C:13]1[N:14]=[C:9]([NH:8][CH2:5][CH:6]=[CH2:7])[C:10]2[S:18][CH:17]=[C:16]([CH3:19])[C:11]=2[N:12]=1)[CH:2]=[CH2:3], predict the reactants needed to synthesize it. The reactants are: [CH2:1]([NH2:4])[CH:2]=[CH2:3].[CH2:5]([NH:8][C:9]1[C:10]2[S:18][CH:17]=[C:16]([CH3:19])[C:11]=2[N:12]=[C:13](Cl)[N:14]=1)[CH:6]=[CH2:7]. (8) Given the product [CH2:1]([O:3][C:4]([N:6]1[C:15]2[C:10](=[N:11][C:12]([O:16][CH3:17])=[CH:13][CH:14]=2)[C@@H:9]([NH:18][C:19]2[N:20]=[C:21]([NH2:56])[C:22]([CH2:61][CH:60]([CH3:62])[OH:63])=[C:23]([CH2:25][C:26]3[CH:31]=[C:30]([C:32]([F:35])([F:34])[F:33])[CH:29]=[C:28]([C:36]([F:39])([F:38])[F:37])[CH:27]=3)[N:24]=2)[CH2:8][C@H:7]1[CH2:41][CH3:42])=[O:5])[CH3:2], predict the reactants needed to synthesize it. The reactants are: [CH2:1]([O:3][C:4]([N:6]1[C:15]2[C:10](=[N:11][C:12]([O:16][CH3:17])=[CH:13][CH:14]=2)[C@@H:9]([NH:18][C:19]2[N:24]=[C:23]([CH2:25][C:26]3[CH:31]=[C:30]([C:32]([F:35])([F:34])[F:33])[CH:29]=[C:28]([C:36]([F:39])([F:38])[F:37])[CH:27]=3)[C:22](I)=[CH:21][N:20]=2)[CH2:8][C@H:7]1[CH2:41][CH3:42])=[O:5])[CH3:2].C(O)CO.P([O-])([O-])([O-])=O.[K+].[K+].[K+].C[NH:56]CCO.[CH:60]([OH:63])([CH3:62])[CH3:61]. (9) Given the product [C:7]([C:6]1[CH:10]=[CH:11][C:3]([CH2:2][P:12](=[O:19])([O:16][CH2:17][CH3:18])[O:13][CH2:14][CH3:15])=[CH:4][CH:5]=1)(=[O:8])[NH2:9], predict the reactants needed to synthesize it. The reactants are: Cl[CH2:2][C:3]1[CH:11]=[CH:10][C:6]([C:7]([NH2:9])=[O:8])=[CH:5][CH:4]=1.[P:12]([O:19]CC)([O:16][CH2:17][CH3:18])[O:13][CH2:14][CH3:15].[I-].[K+].C(#N)C. (10) The reactants are: C(OCCCCOC(OC1C=CC(C(O)=O)=CC=1)=O)(=[O:4])C=C.[CH:23]1([N:29]=[C:30]=[N:31][CH:32]2[CH2:37][CH2:36][CH2:35][CH2:34][CH2:33]2)[CH2:28][CH2:27][CH2:26][CH2:25][CH2:24]1. Given the product [CH:32]1([NH:31][C:30]([NH:29][CH:23]2[CH2:24][CH2:25][CH2:26][CH2:27][CH2:28]2)=[O:4])[CH2:37][CH2:36][CH2:35][CH2:34][CH2:33]1, predict the reactants needed to synthesize it.